Dataset: NCI-60 drug combinations with 297,098 pairs across 59 cell lines. Task: Regression. Given two drug SMILES strings and cell line genomic features, predict the synergy score measuring deviation from expected non-interaction effect. (1) Drug 1: C1=CC(=CC=C1CC(C(=O)O)N)N(CCCl)CCCl.Cl. Drug 2: CN1C2=C(C=C(C=C2)N(CCCl)CCCl)N=C1CCCC(=O)O.Cl. Cell line: CCRF-CEM. Synergy scores: CSS=43.8, Synergy_ZIP=-1.32, Synergy_Bliss=3.92, Synergy_Loewe=-9.96, Synergy_HSA=2.64. (2) Drug 1: CC1=C(C(CCC1)(C)C)C=CC(=CC=CC(=CC(=O)O)C)C. Drug 2: C1=NC2=C(N=C(N=C2N1C3C(C(C(O3)CO)O)F)Cl)N. Cell line: HL-60(TB). Synergy scores: CSS=35.0, Synergy_ZIP=-12.1, Synergy_Bliss=-5.32, Synergy_Loewe=-23.6, Synergy_HSA=-6.24. (3) Drug 1: CCN(CC)CCCC(C)NC1=C2C=C(C=CC2=NC3=C1C=CC(=C3)Cl)OC. Drug 2: C1CN(CCN1C(=O)CCBr)C(=O)CCBr. Cell line: SK-OV-3. Synergy scores: CSS=12.3, Synergy_ZIP=-2.45, Synergy_Bliss=3.57, Synergy_Loewe=-5.35, Synergy_HSA=-0.756. (4) Drug 1: CC1=C(C(CCC1)(C)C)C=CC(=CC=CC(=CC(=O)O)C)C. Drug 2: CCCCCOC(=O)NC1=NC(=O)N(C=C1F)C2C(C(C(O2)C)O)O. Cell line: M14. Synergy scores: CSS=0.143, Synergy_ZIP=1.19, Synergy_Bliss=0.808, Synergy_Loewe=-2.24, Synergy_HSA=-2.19. (5) Drug 1: CC1C(C(=O)NC(C(=O)N2CCCC2C(=O)N(CC(=O)N(C(C(=O)O1)C(C)C)C)C)C(C)C)NC(=O)C3=C4C(=C(C=C3)C)OC5=C(C(=O)C(=C(C5=N4)C(=O)NC6C(OC(=O)C(N(C(=O)CN(C(=O)C7CCCN7C(=O)C(NC6=O)C(C)C)C)C)C(C)C)C)N)C. Drug 2: CCCCCOC(=O)NC1=NC(=O)N(C=C1F)C2C(C(C(O2)C)O)O. Cell line: OVCAR-8. Synergy scores: CSS=0.977, Synergy_ZIP=5.71, Synergy_Bliss=1.80, Synergy_Loewe=-0.0890, Synergy_HSA=-0.0514. (6) Drug 1: CC1=C2C(C(=O)C3(C(CC4C(C3C(C(C2(C)C)(CC1OC(=O)C(C(C5=CC=CC=C5)NC(=O)OC(C)(C)C)O)O)OC(=O)C6=CC=CC=C6)(CO4)OC(=O)C)O)C)O. Drug 2: CC1=C(C(=O)C2=C(C1=O)N3CC4C(C3(C2COC(=O)N)OC)N4)N. Cell line: SK-MEL-28. Synergy scores: CSS=28.0, Synergy_ZIP=-4.80, Synergy_Bliss=2.11, Synergy_Loewe=6.93, Synergy_HSA=7.16. (7) Drug 1: C1=CC=C(C(=C1)C(C2=CC=C(C=C2)Cl)C(Cl)Cl)Cl. Drug 2: COC1=C2C(=CC3=C1OC=C3)C=CC(=O)O2. Cell line: KM12. Synergy scores: CSS=9.59, Synergy_ZIP=-1.21, Synergy_Bliss=3.78, Synergy_Loewe=3.08, Synergy_HSA=2.81.